Task: Predict the reactants needed to synthesize the given product.. Dataset: Full USPTO retrosynthesis dataset with 1.9M reactions from patents (1976-2016) (1) Given the product [NH:1]([C:10]([CH2:12][CH2:13][CH2:14][CH2:15][CH2:16][CH2:17][CH2:18][CH2:19][CH2:20][CH2:21][CH2:22][CH2:23][CH2:24][CH2:25][CH3:26])=[O:11])[CH2:2][C:3]([OH:5])=[O:4], predict the reactants needed to synthesize it. The reactants are: [NH:1]([C:10]([CH2:12][CH2:13][CH2:14][CH2:15][CH2:16][CH2:17][CH2:18][CH2:19][CH2:20][CH2:21][CH2:22][CH2:23][CH2:24][CH2:25][CH3:26])=[O:11])[CH2:2][C:3]([O:5]C(C)(C)C)=[O:4].Cl.CCOC(C)=O. (2) Given the product [CH:21]1([N:12]([CH2:11][C:7]2[CH:6]=[C:5]3[C:10]([CH:2]=[CH:3][N:4]3[CH2:24][CH2:25][CH2:26][O:27][CH3:28])=[CH:9][CH:8]=2)[C:13]([C@@H:15]2[O:20][CH2:19][CH2:18][NH:17][CH2:16]2)=[O:14])[CH2:22][CH2:23]1, predict the reactants needed to synthesize it. The reactants are: Cl[C:2]1[C:10]2[C:5](=[CH:6][C:7]([CH2:11][N:12]([CH:21]3[CH2:23][CH2:22]3)[C:13]([C@@H:15]3[O:20][CH2:19][CH2:18][NH:17][CH2:16]3)=[O:14])=[CH:8][CH:9]=2)[N:4]([CH2:24][CH2:25][CH2:26][O:27][CH3:28])[CH:3]=1.C(N(C(C)C)CC)(C)C. (3) Given the product [CH3:1][O:2][C:3](=[O:26])[CH2:4][C:5]1[CH:10]=[CH:9][CH:8]=[C:7]([O:11][CH2:12][CH2:13][C@H:14]([N:16]([CH2:34][C:33]2[CH:36]=[CH:37][CH:38]=[C:39]([C:40]([F:41])([F:43])[F:42])[C:32]=2[Cl:31])[CH2:17][C@H:18]([C:20]2[CH:21]=[CH:22][CH:23]=[CH:24][CH:25]=2)[CH3:19])[CH3:15])[CH:6]=1, predict the reactants needed to synthesize it. The reactants are: [CH3:1][O:2][C:3](=[O:26])[CH2:4][C:5]1[CH:10]=[CH:9][CH:8]=[C:7]([O:11][CH2:12][CH2:13][C@H:14]([NH:16][CH2:17][C@H:18]([C:20]2[CH:25]=[CH:24][CH:23]=[CH:22][CH:21]=2)[CH3:19])[CH3:15])[CH:6]=1.C(O)(=O)C.[Cl:31][C:32]1[C:39]([C:40]([F:43])([F:42])[F:41])=[CH:38][CH:37]=[CH:36][C:33]=1[CH:34]=O.C(O[BH-](OC(=O)C)OC(=O)C)(=O)C.[Na+]. (4) Given the product [NH2:5][C@H:3]1[CH2:4][C@H:2]1[NH:6][C:17]([C:12]1[NH:13][C:14]2[C:10]([CH:11]=1)=[CH:9][C:8]([Cl:7])=[CH:16][CH:15]=2)=[O:18], predict the reactants needed to synthesize it. The reactants are: Cl.[C@@H:2]1([NH2:6])[CH2:4][C@@H:3]1[NH2:5].[Cl:7][C:8]1[CH:9]=[C:10]2[C:14](=[CH:15][CH:16]=1)[NH:13][C:12]([C:17](O)=[O:18])=[CH:11]2.O.ON1C2C=CC=CC=2N=N1.Cl.CN(C)CCCN=C=NCC.C(N(C(C)C)CC)(C)C. (5) Given the product [C:22]([OH:27])(=[O:26])[C:23]([OH:25])=[O:24].[Cl:1][C:2]1[CH:9]=[CH:8][C:5]([C:6]#[N:7])=[C:4]([O:10][C@@H:11]([C:16]2[CH:21]=[CH:20][CH:19]=[CH:18][CH:17]=2)[CH2:12][CH2:13][CH2:14][NH:29][CH3:28])[CH:3]=1, predict the reactants needed to synthesize it. The reactants are: [Cl:1][C:2]1[CH:9]=[CH:8][C:5]([C:6]#[N:7])=[C:4]([O:10][C@@H:11]([C:16]2[CH:21]=[CH:20][CH:19]=[CH:18][CH:17]=2)[CH2:12][CH2:13][CH2:14]I)[CH:3]=1.[C:22]([OH:27])(=[O:26])[C:23]([OH:25])=[O:24].[CH3:28][NH2:29]. (6) Given the product [N:28]1([C:2]2[N:7]=[CH:6][C:5]([C:8]3[N:12]4[N:13]=[C:14]([C:17]5[CH:18]=[C:19]([C:24]([F:27])([F:26])[F:25])[C:20]([NH2:23])=[N:21][CH:22]=5)[CH:15]=[CH:16][C:11]4=[N:10][CH:9]=3)=[CH:4][CH:3]=2)[CH2:33][CH2:32][O:31][CH2:30][CH2:29]1, predict the reactants needed to synthesize it. The reactants are: F[C:2]1[N:7]=[CH:6][C:5]([C:8]2[N:12]3[N:13]=[C:14]([C:17]4[CH:18]=[C:19]([C:24]([F:27])([F:26])[F:25])[C:20]([NH2:23])=[N:21][CH:22]=4)[CH:15]=[CH:16][C:11]3=[N:10][CH:9]=2)=[CH:4][CH:3]=1.[NH:28]1[CH2:33][CH2:32][O:31][CH2:30][CH2:29]1. (7) The reactants are: [CH3:1][C:2]1[N:7]=[C:6]2[S:8][CH:9]=[CH:10][C:5]2=[C:4]([C:11]2[CH:16]=[CH:15][C:14]([CH3:17])=[CH:13][CH:12]=2)[C:3]=1[CH2:18][C:19]([O:21][CH3:22])=[O:20].[Li+].C[Si]([N-][Si](C)(C)C)(C)C.[CH2:33]1[CH2:37]OC[CH2:34]1.ICCC. Given the product [CH3:1][C:2]1[N:7]=[C:6]2[S:8][CH:9]=[CH:10][C:5]2=[C:4]([C:11]2[CH:12]=[CH:13][C:14]([CH3:17])=[CH:15][CH:16]=2)[C:3]=1[CH:18]([CH2:34][CH2:33][CH3:37])[C:19]([O:21][CH3:22])=[O:20], predict the reactants needed to synthesize it. (8) Given the product [C:8]1([P:7]([C:4]2[CH:5]=[CH:6][CH:1]=[CH:2][CH:3]=2)[C:16]2[CH:21]=[CH:20][CH:19]=[CH:18][C:17]=2[NH:22][C:23]2[CH:28]=[CH:27][CH:26]=[CH:25][C:24]=2[P:7]([C:8]2[CH:9]=[CH:10][CH:11]=[CH:12][CH:13]=2)[C:4]2[CH:5]=[CH:6][CH:1]=[CH:2][CH:3]=2)[CH:13]=[CH:12][CH:11]=[CH:10][CH:9]=1, predict the reactants needed to synthesize it. The reactants are: [CH:1]1[CH:6]=[CH:5][C:4]([P-:7][C:8]2[CH:13]=[CH:12][CH:11]=[CH:10][CH:9]=2)=[CH:3][CH:2]=1.[K+].F[C:16]1[CH:21]=[CH:20][CH:19]=[CH:18][C:17]=1[NH:22][C:23]1[CH:28]=[CH:27][CH:26]=[CH:25][C:24]=1F. (9) Given the product [CH2:13]([S:20][C:21]1[CH:22]=[C:23]2[C:28](=[CH:29][CH:30]=1)[C:27]([C:6]1[C:5]([O:11][CH3:12])=[CH:4][N:3]=[C:2]([Cl:1])[CH:7]=1)=[N:26][CH:25]=[CH:24]2)[C:14]1[CH:15]=[CH:16][CH:17]=[CH:18][CH:19]=1, predict the reactants needed to synthesize it. The reactants are: [Cl:1][C:2]1[CH:7]=[C:6](B(O)O)[C:5]([O:11][CH3:12])=[CH:4][N:3]=1.[CH2:13]([S:20][C:21]1[CH:22]=[C:23]2[C:28](=[CH:29][CH:30]=1)[C:27](Cl)=[N:26][CH:25]=[CH:24]2)[C:14]1[CH:19]=[CH:18][CH:17]=[CH:16][CH:15]=1.C(=O)([O-])[O-].[K+].[K+]. (10) Given the product [Br:10][C:7]1[N:6]2[CH:11]=[C:12]([C:13]3[CH:18]=[CH:17][C:16]([C:19]([F:22])([F:21])[F:20])=[CH:15][CH:14]=3)[NH:28][C:3](=[O:2])[C:5]2=[CH:9][CH:8]=1, predict the reactants needed to synthesize it. The reactants are: C[O:2][C:3]([C:5]1[N:6]([CH2:11][C:12](=O)[C:13]2[CH:18]=[CH:17][C:16]([C:19]([F:22])([F:21])[F:20])=[CH:15][CH:14]=2)[C:7]([Br:10])=[CH:8][CH:9]=1)=O.C([O-])(=O)C.[NH4+:28].O.